From a dataset of Catalyst prediction with 721,799 reactions and 888 catalyst types from USPTO. Predict which catalyst facilitates the given reaction. (1) Product: [O:1]=[C:2]1[C:7]([C:8]([OH:10])=[O:9])=[CH:6][CH:5]=[CH:4][N:3]1[C:11]1[CH:16]=[CH:15][CH:14]=[CH:13][CH:12]=1. Reactant: [O:1]=[C:2]1[C:7]([C:8]([O-:10])=[O:9])=[CH:6][CH:5]=[CH:4][N:3]1[C:11]1[CH:16]=[CH:15][CH:14]=[CH:13][CH:12]=1.[OH-].[Na+]. The catalyst class is: 36. (2) Reactant: Cl.[CH3:2][O:3][C:4]1[CH:16]=[CH:15][C:7]([CH2:8][C@@H:9]([C:11]([O:13][CH3:14])=[O:12])[NH2:10])=[CH:6][CH:5]=1.C(N(CC)CC)C.[O:24]1[C:34]2[C:29](=[CH:30][CH:31]=[CH:32][CH:33]=2)[CH:28]=[C:27]([C:35](O)=[O:36])[C:25]1=[O:26].CCN=C=NCCCN(C)C.Cl. Product: [O:24]1[C:34]2[C:29](=[CH:30][CH:31]=[CH:32][CH:33]=2)[CH:28]=[C:27]([C:35]([NH:10][C@H:9]([C:11]([O:13][CH3:14])=[O:12])[CH2:8][C:7]2[CH:6]=[CH:5][C:4]([O:3][CH3:2])=[CH:16][CH:15]=2)=[O:36])[C:25]1=[O:26]. The catalyst class is: 2. (3) Reactant: Cl[C:2]1[C:3]2[CH:10]=[CH:9][NH:8][C:4]=2[N:5]=[CH:6][N:7]=1.N12CCN(CC1)CC2.[Cl:19][C:20]1[CH:25]=[CH:24][CH:23]=[CH:22][C:21]=1[C:26]1[C:35]([CH:36]([OH:40])[CH2:37][CH:38]=[CH2:39])=[CH:34][C:33]2[C:28](=[C:29]([CH3:41])[CH:30]=[CH:31][CH:32]=2)[N:27]=1.[H-].[Na+]. Product: [N:5]1[C:4]2[NH:8][CH:9]=[CH:10][C:3]=2[C:2]([O:40][CH:36]([C:35]2[C:26]([C:21]3[CH:22]=[CH:23][CH:24]=[CH:25][C:20]=3[Cl:19])=[N:27][C:28]3[C:33]([CH:34]=2)=[CH:32][CH:31]=[CH:30][C:29]=3[CH3:41])[CH2:37][CH:38]=[CH2:39])=[N:7][CH:6]=1. The catalyst class is: 58.